Dataset: Peptide-MHC class II binding affinity with 134,281 pairs from IEDB. Task: Regression. Given a peptide amino acid sequence and an MHC pseudo amino acid sequence, predict their binding affinity value. This is MHC class II binding data. (1) The peptide sequence is KAYQQGVTVDSIGMLPRFTP. The MHC is DRB1_1302 with pseudo-sequence DRB1_1302. The binding affinity (normalized) is 0.421. (2) The peptide sequence is LRRGLSEFTTPVKTD. The MHC is DRB1_0101 with pseudo-sequence DRB1_0101. The binding affinity (normalized) is 0.468. (3) The peptide sequence is GKGTLDGQGKAVWGK. The MHC is DRB1_0405 with pseudo-sequence DRB1_0405. The binding affinity (normalized) is 0. (4) The peptide sequence is AAATAGTTVAGAFAA. The MHC is HLA-DQA10401-DQB10402 with pseudo-sequence HLA-DQA10401-DQB10402. The binding affinity (normalized) is 0.591. (5) The peptide sequence is TLWQRPIVTIKIGGQLKEAL. The MHC is DRB1_1101 with pseudo-sequence DRB1_1101. The binding affinity (normalized) is 0.346. (6) The peptide sequence is GDSYYYSEPTSENNA. The MHC is HLA-DQA10201-DQB10402 with pseudo-sequence HLA-DQA10201-DQB10402. The binding affinity (normalized) is 0. (7) The MHC is DRB1_0901 with pseudo-sequence DRB1_0901. The peptide sequence is DCVVKPIDDRFANALLA. The binding affinity (normalized) is 0.243. (8) The MHC is DRB1_1101 with pseudo-sequence DRB1_1101. The peptide sequence is LIEKINAGFKAALAA. The binding affinity (normalized) is 0.307. (9) The peptide sequence is DLQMVIAGAKSKFPR. The MHC is DRB1_0802 with pseudo-sequence DRB1_0802. The binding affinity (normalized) is 0.548.